This data is from Forward reaction prediction with 1.9M reactions from USPTO patents (1976-2016). The task is: Predict the product of the given reaction. (1) Given the reactants [NH:1]1[CH2:6][CH2:5][CH:4]([NH:7][C:8]2[N:13]=[N:12][C:11]([C:14]#[N:15])=[CH:10][CH:9]=2)[CH2:3][CH2:2]1.[F:16][C:17]([F:27])([F:26])[C:18]1[CH:23]=[CH:22][C:21]([CH:24]=O)=[CH:20][CH:19]=1.C(O[BH-](OC(=O)C)OC(=O)C)(=O)C.[Na+].C(=O)([O-])O.[Na+], predict the reaction product. The product is: [F:16][C:17]([F:26])([F:27])[C:18]1[CH:23]=[CH:22][C:21]([CH2:24][N:1]2[CH2:2][CH2:3][CH:4]([NH:7][C:8]3[N:13]=[N:12][C:11]([C:14]#[N:15])=[CH:10][CH:9]=3)[CH2:5][CH2:6]2)=[CH:20][CH:19]=1. (2) Given the reactants [BH4-].[Li+].[N:3]1[C:12]2[C:7](=[CH:8][CH:9]=[CH:10][CH:11]=2)[N:6]=[CH:5][CH:4]=1.CO, predict the reaction product. The product is: [NH:3]1[C:12]2[C:7](=[CH:8][CH:9]=[CH:10][CH:11]=2)[NH:6][CH2:5][CH2:4]1. (3) Given the reactants [N+:1]([C:4]1[CH:5]=[C:6]([C:13]([OH:15])=[O:14])[CH:7]=[C:8]([CH:12]=1)[C:9]([OH:11])=[O:10])([O-:3])=[O:2].CN(C)C=O, predict the reaction product. The product is: [C:6]([O:14][C:13](=[O:15])[C:6]1[CH:5]=[C:4]([N+:1]([O-:3])=[O:2])[CH:12]=[C:8]([C:9]([OH:11])=[O:10])[CH:7]=1)([CH3:13])([CH3:7])[CH3:5]. (4) Given the reactants [OH:1][S:2]([OH:5])(=[O:4])=[O:3].[CH:6]1[C:22]2[CH2:21][C@H:20]3[N:23]([CH2:25][CH2:26][C@@:12]45[C@H:19]3[CH:18]=[CH:17][C@H:15]([OH:16])[C@@H:13]4[O:14][C:10]([C:11]=25)=[C:8]([OH:9])[CH:7]=1)[CH3:24].CCO, predict the reaction product. The product is: [CH3:24][N:23]1[C@@H:20]2[CH2:21][C:22]3=[CH:6][CH:7]=[C:8]([O:3][S:2]([OH:5])(=[O:1])=[O:4])[C:10]4[O:14][C@H:13]5[C:15]([CH2:17][CH2:18][C@@H:19]2[C@:12]5([C:11]=43)[CH2:26][CH2:25]1)=[O:16].[CH3:24][N:23]1[C@@H:20]2[CH2:21][C:22]3=[CH:6][CH:7]=[C:8]([OH:9])[C:10]4[O:14][C@H:13]5[C:15]([CH2:17][CH2:18][C@@H:19]2[C@:12]5([C:11]=43)[CH2:26][CH2:25]1)=[O:16].